From a dataset of Reaction yield outcomes from USPTO patents with 853,638 reactions. Predict the reaction yield, written as a fraction of the theoretical maximum amount of product (1.0 means a 100% yield; for example, 0.34 means a 34% yield). (1) The reactants are [C:1]1([N:7]2[C:11]([C:12](Cl)=[O:13])=[CH:10][CH:9]=[N:8]2)[CH:6]=[CH:5][CH:4]=[CH:3][CH:2]=1.[NH2:15][C:16]1[CH:17]=[C:18]([CH:31]=[CH:32][CH:33]=1)[C:19]([C:21]1[CH:29]=[C:28]2[C:24]([CH2:25][C:26](=[O:30])[NH:27]2)=[CH:23][CH:22]=1)=[O:20]. The catalyst is C1COCC1. The product is [O:30]=[C:26]1[CH2:25][C:24]2[C:28](=[CH:29][C:21]([C:19]([C:18]3[CH:17]=[C:16]([NH:15][C:12]([C:11]4[N:7]([C:1]5[CH:6]=[CH:5][CH:4]=[CH:3][CH:2]=5)[N:8]=[CH:9][CH:10]=4)=[O:13])[CH:33]=[CH:32][CH:31]=3)=[O:20])=[CH:22][CH:23]=2)[NH:27]1. The yield is 0.760. (2) The reactants are [H-].C([Al+]CC(C)C)C(C)C.O1CCCC1.[CH2:16]([O:18][C:19]1[CH:24]=[CH:23][C:22]([C@H:25]2[CH2:30][CH2:29][C@H:28]([CH:31]3[CH2:36][CH2:35][CH:34]([C@H:37]4[CH2:42][CH2:41][C@H:40]([CH2:43][CH2:44][CH2:45][CH2:46][CH3:47])[CH2:39][CH2:38]4)[O:33][C:32]3=[O:48])[CH2:27][CH2:26]2)=[C:21]([F:49])[C:20]=1[F:50])[CH3:17]. The catalyst is C(O)=O. The product is [CH2:16]([O:18][C:19]1[CH:24]=[CH:23][C:22]([C@H:25]2[CH2:26][CH2:27][C@H:28]([CH:31]3[CH2:36][CH2:35][CH:34]([C@H:37]4[CH2:42][CH2:41][C@H:40]([CH2:43][CH2:44][CH2:45][CH2:46][CH3:47])[CH2:39][CH2:38]4)[O:33][CH:32]3[OH:48])[CH2:29][CH2:30]2)=[C:21]([F:49])[C:20]=1[F:50])[CH3:17]. The yield is 0.990. (3) The reactants are [NH:1]1[CH2:6][CH2:5][O:4][CH2:3][CH2:2]1.CO[C:9]1[CH:16]=[CH:15][CH:14]=[CH:13][C:10]=1[CH:11]=O.[C:17]([Cl:20])(=O)C. No catalyst specified. The product is [Cl-:20].[CH3:11][C:10]1[CH:13]=[CH:14][CH:15]=[CH:16][C:9]=1[CH:17]=[N+:1]1[CH2:6][CH2:5][O:4][CH2:3][CH2:2]1. The yield is 0.580. (4) The reactants are [CH:1]1([C:4]2[CH:12]=[CH:11][CH:10]=[C:9]3[C:5]=2[CH2:6][CH2:7][C@@H:8]3[OH:13])[CH2:3][CH2:2]1.[CH3:14][O:15][C:16](=[O:28])[CH2:17][C@H:18]1[C:22]2[CH:23]=[CH:24][C:25](O)=[CH:26][C:21]=2[O:20][CH2:19]1. No catalyst specified. The product is [CH3:14][O:15][C:16](=[O:28])[CH2:17][C@H:18]1[C:22]2[CH:23]=[CH:24][C:25]([O:13][C@H:8]3[C:9]4[C:5](=[C:4]([CH:1]5[CH2:2][CH2:3]5)[CH:12]=[CH:11][CH:10]=4)[CH2:6][CH2:7]3)=[CH:26][C:21]=2[O:20][CH2:19]1. The yield is 0.370. (5) The reactants are [F:1][C:2]1[CH:24]=[C:23]([F:25])[CH:22]=[CH:21][C:3]=1[O:4][C:5]1[CH:6]=[C:7]2[C:11](=[CH:12][C:13]=1[C:14](O)=[O:15])[N:10]([CH2:17][CH:18]([CH3:20])[CH3:19])[N:9]=[CH:8]2.Cl.Cl.[CH3:28][O:29][C:30](=[O:41])[C@@H:31]([NH2:40])[CH2:32][CH2:33][N:34]([CH2:36][CH2:37][O:38][CH3:39])[CH3:35].CCN=C=NCCCN(C)C.C1C=CC2N(O)N=NC=2C=1.C(N(CC)CC)C. The catalyst is ClC(Cl)C. The product is [CH3:28][O:29][C:30](=[O:41])[C@@H:31]([NH:40][C:14]([C:13]1[CH:12]=[C:11]2[C:7]([CH:8]=[N:9][N:10]2[CH2:17][CH:18]([CH3:20])[CH3:19])=[CH:6][C:5]=1[O:4][C:3]1[CH:21]=[CH:22][C:23]([F:25])=[CH:24][C:2]=1[F:1])=[O:15])[CH2:32][CH2:33][N:34]([CH2:36][CH2:37][O:38][CH3:39])[CH3:35]. The yield is 0.690. (6) The reactants are Br[C:2]1[S:6][C:5]([NH:7][C:8]([NH:10][C:11]2[CH:16]=[CH:15][C:14]([CH3:17])=[CH:13][C:12]=2[C:18]([CH:20]2[CH2:24][CH2:23][CH2:22][CH2:21]2)=[O:19])=[O:9])=[N:4][CH:3]=1.[SH:25][C:26]1[N:31]=[CH:30][CH:29]=[CH:28][N:27]=1. No catalyst specified. The product is [CH:20]1([C:18]([C:12]2[CH:13]=[C:14]([CH3:17])[CH:15]=[CH:16][C:11]=2[NH:10][C:8]([NH:7][C:5]2[S:6][C:2]([S:25][C:26]3[N:31]=[CH:30][CH:29]=[CH:28][N:27]=3)=[CH:3][N:4]=2)=[O:9])=[O:19])[CH2:24][CH2:23][CH2:22][CH2:21]1. The yield is 0.320. (7) The reactants are [NH2:1][C:2]1[CH:23]=[CH:22][C:5]([O:6][C:7]2[N:12]=[CH:11][N:10]=[C:9]([N:13]([CH3:21])[C:14](=[O:20])[O:15][C:16]([CH3:19])([CH3:18])[CH3:17])[CH:8]=2)=[C:4]([F:24])[CH:3]=1.[F:25][C:26]1[CH:31]=[CH:30][C:29](CC(Cl)=O)=[CH:28][CH:27]=1.Cl[C:37]1[N:42]=CN=[C:39]([O:43]C2C=CC(NC(NC(=O)CC3C=CC(F)=CC=3)=S)=CC=2F)[CH:38]=1.CC[O:67]C(C)=O.C(Cl)Cl. No catalyst specified. The product is [F:24][C:4]1[CH:3]=[C:2]([NH:1][C:39](=[O:43])[CH2:38][C:37]([NH:42][C:29]2[CH:28]=[CH:27][C:26]([F:25])=[CH:31][CH:30]=2)=[O:67])[CH:23]=[CH:22][C:5]=1[O:6][C:7]1[N:12]=[CH:11][N:10]=[C:9]([N:13]([CH3:21])[C:14](=[O:20])[O:15][C:16]([CH3:19])([CH3:18])[CH3:17])[CH:8]=1. The yield is 0.830. (8) The reactants are [Cl:1][C:2]1[CH:7]=[C:6]([N+]([O-])=O)[CH:5]=[CH:4][N:3]=1.[CH3:11][O:12][CH2:13][CH2:14][OH:15].CC([O-])(C)C.[K+]. No catalyst specified. The product is [Cl:1][C:2]1[CH:7]=[C:6]([O:15][CH2:14][CH2:13][O:12][CH3:11])[CH:5]=[CH:4][N:3]=1. The yield is 0.970. (9) The yield is 0.600. The product is [N+:13]([C:12]1[CH:11]=[CH:10][CH:9]=[C:4]2[C:3]=1[CH2:2][N:17]([C:18]1([CH2:26][CH2:27][CH2:28][CH2:29][NH:30][C:31](=[O:40])[O:32][CH2:33][C:34]3[CH:35]=[CH:36][CH:37]=[CH:38][CH:39]=3)[CH2:23][CH2:22][C:21](=[O:24])[NH:20][C:19]1=[O:25])[C:5]2=[O:7])([O-:15])=[O:14]. The catalyst is CN(C=O)C. The reactants are Br[CH2:2][C:3]1[C:12]([N+:13]([O-:15])=[O:14])=[CH:11][CH:10]=[CH:9][C:4]=1[C:5]([O:7]C)=O.Cl.[NH2:17][C:18]1([CH2:26][CH2:27][CH2:28][CH2:29][NH:30][C:31](=[O:40])[O:32][CH2:33][C:34]2[CH:39]=[CH:38][CH:37]=[CH:36][CH:35]=2)[CH2:23][CH2:22][C:21](=[O:24])[NH:20][C:19]1=[O:25].C(N(CC)CC)C. (10) The reactants are [Cl:1][C:2]1[CH:3]=[CH:4][C:5]([NH2:24])=[C:6]2[C:10]=1[N:9]=[C:8]1[N:11]([C:16]3[CH:21]=[CH:20][C:19]([Cl:22])=[CH:18][C:17]=3[Cl:23])[CH2:12][CH2:13][CH2:14][CH2:15][N:7]21.[CH:25](=O)[CH3:26].[C:28](O[BH-](OC(=O)C)OC(=O)C)(=O)[CH3:29].[Na+]. The catalyst is CO.C(O)(=O)C. The product is [Cl:1][C:2]1[CH:3]=[CH:4][C:5]([N:24]([CH2:25][CH3:26])[CH2:28][CH3:29])=[C:6]2[C:10]=1[N:9]=[C:8]1[N:11]([C:16]3[CH:21]=[CH:20][C:19]([Cl:22])=[CH:18][C:17]=3[Cl:23])[CH2:12][CH2:13][CH2:14][CH2:15][N:7]21. The yield is 0.240.